The task is: Predict the reactants needed to synthesize the given product.. This data is from Full USPTO retrosynthesis dataset with 1.9M reactions from patents (1976-2016). (1) Given the product [CH3:24][N:2]([CH3:1])[C:3]1[C:12]2[C:7](=[CH:8][CH:9]=[CH:10][CH:11]=2)[C:6]([C:13]([NH:18][C:17]2[C:16]([C:15]([NH:28][CH2:25][CH2:26][CH3:27])=[O:23])=[N:22][CH:21]=[CH:20][CH:19]=2)=[O:14])=[CH:5][CH:4]=1, predict the reactants needed to synthesize it. The reactants are: [CH3:1][N:2]([CH3:24])[C:3]1[C:12]2[C:7](=[CH:8][CH:9]=[CH:10][CH:11]=2)[C:6]([C:13]2[O:14][C:15](=[O:23])[C:16]3[N:22]=[CH:21][CH:20]=[CH:19][C:17]=3[N:18]=2)=[CH:5][CH:4]=1.[CH2:25]([NH2:28])[CH2:26][CH3:27]. (2) The reactants are: [CH3:1][N:2]1[C:7](=[O:8])[C:6]([NH:9][C:10]2[CH:15]=[CH:14][N:13]=[CH:12][N:11]=2)=[CH:5][C:4]([C:16]2[C:21]([CH:22]=[O:23])=[C:20]([N:24]3[CH2:35][CH2:34][N:33]4[C:26](=[CH:27][C:28]5[CH2:29][C:30]([CH3:37])([CH3:36])[CH2:31][C:32]=54)[C:25]3=[O:38])[N:19]=[CH:18][CH:17]=2)=[CH:3]1.[BH4-].[Na+]. Given the product [OH:23][CH2:22][C:21]1[C:20]([N:24]2[CH2:35][CH2:34][N:33]3[C:32]4[CH2:31][C:30]([CH3:36])([CH3:37])[CH2:29][C:28]=4[CH:27]=[C:26]3[C:25]2=[O:38])=[N:19][CH:18]=[CH:17][C:16]=1[C:4]1[CH:5]=[C:6]([NH:9][C:10]2[CH:15]=[CH:14][N:13]=[CH:12][N:11]=2)[C:7](=[O:8])[N:2]([CH3:1])[CH:3]=1, predict the reactants needed to synthesize it. (3) Given the product [C:24]([CH2:23][O:22][C:19]1[CH:18]=[CH:17][C:16]([C:11]2[C:10](=[O:28])[C:9]3[C:14](=[CH:15][C:6]([O:5][CH2:4][C:3]([OH:29])=[O:2])=[CH:7][CH:8]=3)[O:13][CH:12]=2)=[CH:21][CH:20]=1)([OH:26])=[O:25], predict the reactants needed to synthesize it. The reactants are: C[O:2][C:3](=[O:29])[CH2:4][O:5][C:6]1[CH:15]=[C:14]2[C:9]([C:10](=[O:28])[C:11]([C:16]3[CH:21]=[CH:20][C:19]([O:22][CH2:23][C:24]([O:26]C)=[O:25])=[CH:18][CH:17]=3)=[CH:12][O:13]2)=[CH:8][CH:7]=1. (4) The reactants are: [C@:1]12([CH2:11][S:12]([OH:15])(=[O:14])=[O:13])[C:8]([CH3:10])([CH3:9])[CH:5]([CH2:6][CH2:7]1)[CH2:4][C:2]2=[O:3].[Br:16][C:17]1[CH:35]=[N:34][C:20]2[N:21]=[C:22]([N:28]3[CH2:31][CH:30]([NH:32][CH3:33])[CH2:29]3)[C:23]3[N:24]([CH:25]=[N:26][N:27]=3)[C:19]=2[CH:18]=1. Given the product [C@:1]12([CH2:11][S:12]([OH:15])(=[O:13])=[O:14])[C:8]([CH3:10])([CH3:9])[CH:5]([CH2:6][CH2:7]1)[CH2:4][C:2]2=[O:3].[Br:16][C:17]1[CH:35]=[N:34][C:20]2[N:21]=[C:22]([N:28]3[CH2:31][CH:30]([NH:32][CH3:33])[CH2:29]3)[C:23]3[N:24]([CH:25]=[N:26][N:27]=3)[C:19]=2[CH:18]=1, predict the reactants needed to synthesize it. (5) Given the product [CH3:1][C:2]1[C:11]([NH:12][C:13]([C:15]2[C:20]([CH3:21])=[CH:19][CH:18]=[C:17]([C:22]3[CH:27]=[CH:26][CH:25]=[CH:24][CH:23]=3)[N:16]=2)=[O:14])=[C:10]([CH3:28])[CH:9]=[CH:8][C:3]=1[C:4]([OH:6])=[O:5], predict the reactants needed to synthesize it. The reactants are: [CH3:1][C:2]1[C:11]([NH:12][C:13]([C:15]2[C:20]([CH3:21])=[CH:19][CH:18]=[C:17]([C:22]3[CH:27]=[CH:26][CH:25]=[CH:24][CH:23]=3)[N:16]=2)=[O:14])=[C:10]([CH3:28])[CH:9]=[CH:8][C:3]=1[C:4]([O:6]C)=[O:5].O.O[Li].O.[Na+].[Cl-]. (6) The reactants are: [OH:1][CH2:2][CH2:3][C:4]([CH3:9])([CH3:8])[C:5]([O-:7])=[O:6].[K+].[CH2:11](I)[CH3:12]. Given the product [CH2:11]([O:6][C:5](=[O:7])[C:4]([CH3:9])([CH3:8])[CH2:3][CH2:2][OH:1])[CH3:12], predict the reactants needed to synthesize it. (7) Given the product [O:1]1[CH2:6][CH2:5][CH2:4][CH2:3][CH:2]1[O:7][NH:8][C:9]([C:11]1[CH:12]=[C:13]2[C:18](=[CH:19][CH:20]=1)[CH2:17][NH:16][CH2:15][CH2:14]2)=[O:10], predict the reactants needed to synthesize it. The reactants are: [O:1]1[CH2:6][CH2:5][CH2:4][CH2:3][CH:2]1[O:7][NH:8][C:9]([C:11]1[CH:12]=[C:13]2[C:18](=[CH:19][CH:20]=1)[CH2:17][N:16](C(OCC1C=CC=CC=1)=O)[CH2:15][CH2:14]2)=[O:10].C(O)C.[H][H]. (8) The reactants are: Br[C:2]1[CH:3]=[C:4]2[C:8](=[CH:9][CH:10]=1)[NH:7][CH:6]=[C:5]2/[C:11](=[CH:14]/[C:15]1[CH:16]=[N:17][CH:18]=[CH:19][CH:20]=1)/[C:12]#[N:13].C1COCC1.[O-]P([O-])([O-])=O.[K+].[K+].[K+].[CH3:34][O:35][C:36]1[CH:37]=[C:38](B(O)O)[CH:39]=[C:40]([O:44][CH3:45])[C:41]=1[O:42][CH3:43]. Given the product [N:17]1[CH:18]=[CH:19][CH:20]=[C:15](/[CH:14]=[C:11](/[C:5]2[C:4]3[C:8](=[CH:9][CH:10]=[C:2]([C:38]4[CH:39]=[C:40]([O:44][CH3:45])[C:41]([O:42][CH3:43])=[C:36]([O:35][CH3:34])[CH:37]=4)[CH:3]=3)[NH:7][CH:6]=2)\[C:12]#[N:13])[CH:16]=1, predict the reactants needed to synthesize it.